This data is from M1 muscarinic receptor antagonist screen with 61,756 compounds. The task is: Binary Classification. Given a drug SMILES string, predict its activity (active/inactive) in a high-throughput screening assay against a specified biological target. (1) The drug is o1c(c(nc1c1cc(OC)ccc1)CS(=O)CC(=O)NCc1ccccc1)C. The result is 0 (inactive). (2) The compound is O(c1cc(Cc2nccc3c2cc(OC)c(OC)c3)c(NC(OCC)=O)cc1OC)C. The result is 0 (inactive). (3) The molecule is O=C1N(CCc2ncccc2)C(=O)c2c1cccc2. The result is 0 (inactive). (4) The molecule is O=C(NC(C(C)C)C(O)=O)C1(CCN(CC1)C(OC(C)(C)C)=O)c1ccccc1. The result is 0 (inactive).